This data is from Forward reaction prediction with 1.9M reactions from USPTO patents (1976-2016). The task is: Predict the product of the given reaction. Given the reactants [Cl:1][C:2]1[C:6]([NH:7][CH3:8])=[CH:5][N:4]([C:9]2[CH:10]=[N:11][CH:12]=[CH:13][CH:14]=2)[N:3]=1.[Li+].C[Si]([N-][Si](C)(C)C)(C)C.[O:25]=[C:26]1[C@H:31]2[CH2:32][C@H:28]([CH:29]=[CH:30]2)[N:27]1[C:33]([O:35][C:36]([CH3:39])([CH3:38])[CH3:37])=[O:34], predict the reaction product. The product is: [C:36]([O:35][C:33](=[O:34])[NH:27][C@@H:28]1[CH2:32][C@H:31]([C:26](=[O:25])[N:7]([C:6]2[C:2]([Cl:1])=[N:3][N:4]([C:9]3[CH:10]=[N:11][CH:12]=[CH:13][CH:14]=3)[CH:5]=2)[CH3:8])[CH:30]=[CH:29]1)([CH3:37])([CH3:38])[CH3:39].